This data is from Peptide-MHC class I binding affinity with 185,985 pairs from IEDB/IMGT. The task is: Regression. Given a peptide amino acid sequence and an MHC pseudo amino acid sequence, predict their binding affinity value. This is MHC class I binding data. The peptide sequence is RGYVWTNGY. The MHC is HLA-A69:01 with pseudo-sequence HLA-A69:01. The binding affinity (normalized) is 0.0847.